From a dataset of Cav3 T-type calcium channel HTS with 100,875 compounds. Binary Classification. Given a drug SMILES string, predict its activity (active/inactive) in a high-throughput screening assay against a specified biological target. (1) The molecule is S(=O)(=O)(N1CCNC(=O)CC1)c1ccc(NC(=O)C)cc1. The result is 0 (inactive). (2) The result is 0 (inactive). The compound is O(CCCC(=O)Nc1cccnc1)c1ccccc1. (3) The drug is Clc1c(c2[nH]n3C(C(=C(N=c3n2)C)C(=O)N)c2cc(OC)ccc2)cccc1. The result is 0 (inactive). (4) The drug is O=C1/C(=C\NN2CCN(CC2)Cc2ccc(cc2)C)C=CC(N(CC)CC)=C1. The result is 0 (inactive). (5) The molecule is Clc1cc(NC(=O)N(CCCN2CCOCC2)Cc2sccc2)ccc1Cl. The result is 0 (inactive).